From a dataset of Forward reaction prediction with 1.9M reactions from USPTO patents (1976-2016). Predict the product of the given reaction. (1) Given the reactants [CH3:1][C:2]1([CH3:12])[CH:7]=[C:6]([CH3:8])[CH2:5][CH2:4][CH:3]1[C:9](=O)[CH3:10].N1C=CC=CC=1.Cl.[CH3:20][O:21][NH2:22], predict the reaction product. The product is: [CH3:20][O:21][N:22]=[C:9]([CH:3]1[CH2:4][CH2:5][C:6]([CH3:8])=[CH:7][C:2]1([CH3:12])[CH3:1])[CH3:10]. (2) Given the reactants [C:9](O[C:9]([O:11][C:12]([CH3:15])([CH3:14])[CH3:13])=[O:10])([O:11][C:12]([CH3:15])([CH3:14])[CH3:13])=[O:10].[NH2:16][CH2:17][CH:18]([C:20]1[CH:25]=[CH:24][CH:23]=[C:22]([Cl:26])[C:21]=1[Cl:27])[OH:19], predict the reaction product. The product is: [Cl:27][C:21]1[C:22]([Cl:26])=[CH:23][CH:24]=[CH:25][C:20]=1[CH:18]([OH:19])[CH2:17][NH:16][C:9](=[O:10])[O:11][C:12]([CH3:13])([CH3:14])[CH3:15]. (3) Given the reactants C1(C)C=CC(S([CH2:10][N+:11]#[C-:12])(=O)=O)=CC=1.CO.C[O-].[Na+].[CH3:19][C:20]1[C:28]2[C:23](=[CH:24][CH:25]=[C:26]([CH:29]=[O:30])[CH:27]=2)[NH:22][N:21]=1, predict the reaction product. The product is: [CH3:19][C:20]1[C:28]2[C:23](=[CH:24][CH:25]=[C:26]([C:29]3[O:30][CH:12]=[N:11][CH:10]=3)[CH:27]=2)[NH:22][N:21]=1. (4) The product is: [CH:10]([S:9][C:5]1[N:4]=[C:3]([CH2:2][O:25][C:22]2[CH:21]=[CH:20][C:19]([CH2:18][C:17]([CH3:27])([CH3:26])[C:16]([OH:28])=[O:15])=[CH:24][CH:23]=2)[CH:8]=[CH:7][CH:6]=1)([CH3:12])[CH3:11]. Given the reactants Cl[CH2:2][C:3]1[CH:8]=[CH:7][CH:6]=[C:5]([S:9][CH:10]([CH3:12])[CH3:11])[N:4]=1.C([O:15][C:16](=[O:28])[C:17]([CH3:27])([CH3:26])[CH2:18][C:19]1[CH:24]=[CH:23][C:22]([OH:25])=[CH:21][CH:20]=1)C, predict the reaction product. (5) Given the reactants [N+:1]([O-:4])(O)=[O:2].S(=O)(=O)(O)O.[Br:10][C:11]1[N:16]=[C:15]([C:17]([O:19][CH3:20])=[O:18])[C:14]([Cl:21])=[CH:13][CH:12]=1, predict the reaction product. The product is: [Br:10][C:11]1[N:16]=[C:15]([C:17]([O:19][CH3:20])=[O:18])[C:14]([Cl:21])=[C:13]([N+:1]([O-:4])=[O:2])[CH:12]=1. (6) Given the reactants Cl[C:2]1[N:10]=[C:9]([Cl:11])[CH:8]=[CH:7][C:3]=1[C:4]([NH2:6])=[O:5].Cl[C:13]1[C:18]([C:19](N)=O)=[CH:17][N:16]=[C:15](Cl)[CH:14]=1.[CH2:23](N(CC)CC)C, predict the reaction product. The product is: [CH2:17]([NH:16][C:2]1[N:10]=[C:9]([Cl:11])[CH:8]=[CH:7][C:3]=1[C:4]([NH2:6])=[O:5])[C:18]1[CH:13]=[CH:14][CH:15]=[CH:23][CH:19]=1. (7) Given the reactants C(O)(C(F)(F)F)=O.[Br:8][C:9]1[CH:14]=[CH:13][C:12]([C:15](=O)[CH2:16][CH2:17][C:18]([C:20]2[CH:25]=[CH:24][C:23]([N+:26]([O-:28])=[O:27])=[CH:22][CH:21]=2)=O)=[CH:11][CH:10]=1.[C:30]([C:34]1[CH:40]=[CH:39][C:37]([NH2:38])=[CH:36][CH:35]=1)([CH3:33])([CH3:32])[CH3:31].CCOCC.O, predict the reaction product. The product is: [Br:8][C:9]1[CH:14]=[CH:13][C:12]([C:15]2[N:38]([C:37]3[CH:39]=[CH:40][C:34]([C:30]([CH3:33])([CH3:32])[CH3:31])=[CH:35][CH:36]=3)[C:18]([C:20]3[CH:25]=[CH:24][C:23]([N+:26]([O-:28])=[O:27])=[CH:22][CH:21]=3)=[CH:17][CH:16]=2)=[CH:11][CH:10]=1. (8) Given the reactants COC1C=[C:5]([CH:29]=[CH:30]C=1)[CH2:6][N:7]([CH2:18][C:19]1C=CC(C(OC)=O)=CC=1)S(C1C=CC(Cl)=CC=1)(=O)=O.[CH2:32]([O:34][C:35]1[CH:40]=[CH:39][C:38]([S:41]([NH:44][CH2:45][C:46]2[CH:55]=[CH:54][C:49]([C:50]([O:52][CH3:53])=[O:51])=[C:48]([F:56])[CH:47]=2)(=[O:43])=[O:42])=[CH:37][CH:36]=1)[CH3:33].N1C=CC=CC=1CN, predict the reaction product. The product is: [CH2:32]([O:34][C:35]1[CH:36]=[CH:37][C:38]([S:41]([N:44]([CH2:45][C:46]2[CH:55]=[CH:54][C:49]([C:50]([O:52][CH3:53])=[O:51])=[C:48]([F:56])[CH:47]=2)[CH2:19][C:18]2[CH:30]=[CH:29][CH:5]=[CH:6][N:7]=2)(=[O:42])=[O:43])=[CH:39][CH:40]=1)[CH3:33].